The task is: Predict the reactants needed to synthesize the given product.. This data is from Full USPTO retrosynthesis dataset with 1.9M reactions from patents (1976-2016). (1) Given the product [C:35]([C:37]1[CH:42]=[CH:41][C:40]([C:2]2[CH:3]=[C:4]([CH2:5][O:6][CH2:7][C:8]3([C:21]4[CH:26]=[CH:25][CH:24]=[CH:23][CH:22]=4)[CH2:13][CH2:12][NH:11][CH2:10][CH2:9]3)[CH:27]=[C:28]([C:30]([N:31]([CH3:32])[CH3:33])=[O:34])[CH:29]=2)=[CH:39][CH:38]=1)#[N:36], predict the reactants needed to synthesize it. The reactants are: Br[C:2]1[CH:3]=[C:4]([CH:27]=[C:28]([C:30](=[O:34])[N:31]([CH3:33])[CH3:32])[CH:29]=1)[CH2:5][O:6][CH2:7][C:8]1([C:21]2[CH:26]=[CH:25][CH:24]=[CH:23][CH:22]=2)[CH2:13][CH2:12][N:11](C(OC(C)(C)C)=O)[CH2:10][CH2:9]1.[C:35]([C:37]1[CH:42]=[CH:41][C:40](B(O)O)=[CH:39][CH:38]=1)#[N:36]. (2) Given the product [N:29]1([C:2]2[CH:7]=[CH:6][C:5]([CH2:8][N:9]3[C:14]4[N:15]=[CH:16][CH:17]=[CH:18][C:13]=4[C:12]4=[N:19][N:20]([CH:23]5[CH2:28][CH2:27][CH2:26][O:25][CH2:24]5)[C:21](=[O:22])[C:11]4=[N:10]3)=[CH:4][CH:3]=2)[CH:33]=[CH:32][CH:31]=[N:30]1, predict the reactants needed to synthesize it. The reactants are: I[C:2]1[CH:7]=[CH:6][C:5]([CH2:8][N:9]2[C:14]3[N:15]=[CH:16][CH:17]=[CH:18][C:13]=3[C:12]3=[N:19][N:20]([CH:23]4[CH2:28][CH2:27][CH2:26][O:25][CH2:24]4)[C:21](=[O:22])[C:11]3=[N:10]2)=[CH:4][CH:3]=1.[NH:29]1[CH:33]=[CH:32][CH:31]=[N:30]1.P([O-])([O-])([O-])=O.[K+].[K+].[K+].CN[C@@H]1CCCC[C@H]1NC.C(=O)(O)[O-].[Na+]. (3) Given the product [CH:9]1([N:6]2[C:7](=[O:8])[C:2]([CH3:17])([N:1]3[C:28](=[O:41])[C:29]4[C:34](=[C:33]([F:37])[C:32]([F:38])=[C:31]([F:39])[C:30]=4[F:40])[C:35]3=[O:36])[C:3](=[O:16])[NH:4][C:5]2=[O:15])[CH2:14][CH2:13][CH2:12][CH2:11][CH2:10]1, predict the reactants needed to synthesize it. The reactants are: [NH2:1][C:2]1([CH3:17])[C:7](=[O:8])[N:6]([CH:9]2[CH2:14][CH2:13][CH2:12][CH2:11][CH2:10]2)[C:5](=[O:15])[NH:4][C:3]1=[O:16].C(N1C(=O)C(C)(N2[C:35](=[O:36])[C:34]3[C:29](=[C:30]([F:40])[C:31]([F:39])=[C:32]([F:38])[C:33]=3[F:37])[C:28]2=[O:41])C(=O)NC1=O)C. (4) Given the product [CH2:23]([C@H:8]([NH:7][C:6](=[O:30])[C:42]1[CH:61]=[C:62]([N:64]2[CH2:68][CH2:67][CH2:66][C:65]2=[O:69])[CH:63]=[C:40]([O:39][CH:36]([CH3:38])[CH3:37])[CH:41]=1)[C@@H:9]([OH:22])[CH2:10][C@H:11]([C:13](=[O:21])[NH:14][CH:15]1[CH2:16][CH2:17][CH2:20]1)[CH3:12])[C:24]1[CH:25]=[CH:26][CH:27]=[CH:28][CH:29]=1, predict the reactants needed to synthesize it. The reactants are: C(O[C:6](=[O:30])[NH:7][C@@H:8]([CH2:23][C:24]1[CH:29]=[CH:28][CH:27]=[CH:26][CH:25]=1)[C@@H:9]([OH:22])[CH2:10][C@H:11]([C:13](=[O:21])[NH:14][CH2:15][CH2:16][C:17]([CH3:20])(C)C)[CH3:12])(C)(C)C.C1(N)CCC1.[CH:36]([O:39][C:40]1[CH:41]=[C:42]([CH:61]=[C:62]([N:64]2[CH2:68][CH2:67][CH2:66][C:65]2=[O:69])[CH:63]=1)C(N[C@H]([C@@H]1C[C@@H](C)C(=O)O1)CC1C=CC=CC=1)=O)([CH3:38])[CH3:37]. (5) Given the product [I-:23].[C:20]([C:7]1([CH:1]2[CH2:2][CH2:3][CH2:4][CH2:5][CH2:6]2)[CH2:8][CH:9]2[NH2+:14][CH:12]([CH2:11][CH2:10]2)[CH2:13]1)([OH:22])=[O:21], predict the reactants needed to synthesize it. The reactants are: [CH:1]1([C:7]2([C:20]([OH:22])=[O:21])[CH2:13][CH:12]3[N:14](C(OCC)=O)[CH:9]([CH2:10][CH2:11]3)[CH2:8]2)[CH2:6][CH2:5][CH2:4][CH2:3][CH2:2]1.[I:23][Si](C)(C)C. (6) Given the product [CH2:1]([N+:5]1([O-:25])[CH2:9][CH2:8][C:7]([C:12]2[CH:17]=[CH:16][C:15]([F:18])=[C:14]([F:19])[CH:13]=2)([O:10][CH3:11])[CH2:6]1)[CH2:2][CH2:3][CH3:4], predict the reactants needed to synthesize it. The reactants are: [CH2:1]([N:5]1[CH2:9][CH2:8][C:7]([C:12]2[CH:17]=[CH:16][C:15]([F:18])=[C:14]([F:19])[CH:13]=2)([O:10][CH3:11])[CH2:6]1)[CH2:2][CH2:3][CH3:4].ClC1C=C(C=CC=1)C(OO)=[O:25]. (7) The reactants are: Br[C:2]1[CH:11]=[CH:10][CH:9]=[C:8]2[C:3]=1[CH:4]=[CH:5][C:6]([S:12]([N:15]([CH2:22][C:23]1[CH:28]=[CH:27][C:26]([O:29][CH3:30])=[CH:25][CH:24]=1)[C:16]1[CH:21]=[CH:20][N:19]=[CH:18][N:17]=1)(=[O:14])=[O:13])=[CH:7]2.[B:31]1([B:31]2[O:35][C:34]([CH3:37])([CH3:36])[C:33]([CH3:39])([CH3:38])[O:32]2)[O:35][C:34]([CH3:37])([CH3:36])[C:33]([CH3:39])([CH3:38])[O:32]1.CC([O-])=O.[K+]. Given the product [CH3:30][O:29][C:26]1[CH:27]=[CH:28][C:23]([CH2:22][N:15]([C:16]2[CH:21]=[CH:20][N:19]=[CH:18][N:17]=2)[S:12]([C:6]2[CH:5]=[CH:4][C:3]3[C:8](=[CH:9][CH:10]=[CH:11][C:2]=3[B:31]3[O:35][C:34]([CH3:37])([CH3:36])[C:33]([CH3:39])([CH3:38])[O:32]3)[CH:7]=2)(=[O:14])=[O:13])=[CH:24][CH:25]=1, predict the reactants needed to synthesize it.